From a dataset of Forward reaction prediction with 1.9M reactions from USPTO patents (1976-2016). Predict the product of the given reaction. (1) Given the reactants [F:1][C:2]1[CH:7]=[C:6]([N+:8]([O-:10])=[O:9])[C:5](F)=[CH:4][C:3]=1[CH3:12].C(N(C(C)C)CC)(C)C.Cl.Cl.[CH2:24]([O:27][C@H:28]1[CH2:33][CH2:32][C@H:31]([N:34]2[CH2:39][CH2:38][CH:37]([NH2:40])[CH2:36][CH2:35]2)[CH2:30][CH2:29]1)[CH2:25][CH3:26], predict the reaction product. The product is: [F:1][C:2]1[C:3]([CH3:12])=[CH:4][C:5]([NH:40][CH:37]2[CH2:36][CH2:35][N:34]([C@H:31]3[CH2:32][CH2:33][C@@H:28]([O:27][CH2:24][CH2:25][CH3:26])[CH2:29][CH2:30]3)[CH2:39][CH2:38]2)=[C:6]([N+:8]([O-:10])=[O:9])[CH:7]=1. (2) Given the reactants [Si:1]([O:8][CH2:9][CH:10]([OH:21])[CH2:11][CH2:12][CH2:13][CH2:14][CH2:15][CH2:16][CH2:17][CH2:18][CH2:19][CH3:20])([C:4]([CH3:7])([CH3:6])[CH3:5])([CH3:3])[CH3:2].[C:22](OC(=O)C)(=[O:24])[CH3:23].N1C=CC=CC=1.CN(C1C=CN=CC=1)C, predict the reaction product. The product is: [C:22]([O:21][CH:10]([CH2:11][CH2:12][CH2:13][CH2:14][CH2:15][CH2:16][CH2:17][CH2:18][CH2:19][CH3:20])[CH2:9][O:8][Si:1]([C:4]([CH3:7])([CH3:6])[CH3:5])([CH3:3])[CH3:2])(=[O:24])[CH3:23]. (3) Given the reactants Cl.[NH2:2][OH:3].C(=O)([O-])[O-].[Na+].[Na+].[OH:10][CH:11]1[C:19]2[CH:18]=[CH:17][CH:16]=[C:15]([C:20]#[N:21])[C:14]=2[CH2:13][CH2:12]1, predict the reaction product. The product is: [OH:3][NH:2][C:20]([C:15]1[C:14]2[CH2:13][CH2:12][CH:11]([OH:10])[C:19]=2[CH:18]=[CH:17][CH:16]=1)=[NH:21]. (4) Given the reactants [CH2:1]([N:8]1[C:12]2=[N:13][C:14]3[C:19]([C:20]([NH2:21])=[C:11]2[CH2:10][CH2:9]1)=[CH:18][C:17](Br)=[CH:16][CH:15]=3)[C:2]1[CH:7]=[CH:6][CH:5]=[CH:4][CH:3]=1.C(=O)([O-])[O-].[Na+].[Na+].[CH3:29][C:30]1[CH:35]=[CH:34][C:33](B(O)O)=[CH:32][CH:31]=1, predict the reaction product. The product is: [CH2:1]([N:8]1[C:12]2=[N:13][C:14]3[C:19]([C:20]([NH2:21])=[C:11]2[CH2:10][CH2:9]1)=[CH:18][C:17]([C:33]1[CH:34]=[CH:35][C:30]([CH3:29])=[CH:31][CH:32]=1)=[CH:16][CH:15]=3)[C:2]1[CH:7]=[CH:6][CH:5]=[CH:4][CH:3]=1. (5) Given the reactants Br[C:2]1[CH:10]=[C:9]([CH3:11])[CH:8]=[C:7]2[C:3]=1[CH:4]=[N:5][N:6]2[C:12]1[CH:17]=[CH:16][C:15]([O:18][CH2:19][C:20]2[CH:25]=[CH:24][CH:23]=[CH:22][CH:21]=2)=[C:14]([F:26])[CH:13]=1.[OH-:27].[K+].CC(P(C(C)(C)C)C1C=CC=CC=1C1C(C(C)C)=CC(C(C)C)=CC=1C(C)C)(C)C.Cl, predict the reaction product. The product is: [F:26][C:14]1[CH:13]=[C:12]([N:6]2[C:7]3[CH:8]=[C:9]([CH3:11])[CH:10]=[C:2]([OH:27])[C:3]=3[CH:4]=[N:5]2)[CH:17]=[CH:16][C:15]=1[O:18][CH2:19][C:20]1[CH:25]=[CH:24][CH:23]=[CH:22][CH:21]=1. (6) Given the reactants [Cl:1][C:2]1[CH:8]=[C:7](I)[C:5]([NH2:6])=[C:4]([F:10])[CH:3]=1.BrC1C([NH2:18])=C(F)C(C(F)(F)F)=CC=1, predict the reaction product. The product is: [Cl:1][C:2]1[CH:8]=[C:7]([NH2:18])[C:5]([NH2:6])=[C:4]([F:10])[CH:3]=1. (7) Given the reactants Br[C:2]1[CH:7]=[CH:6][C:5]([N:8]2[C:12]([CH2:13][C@@H:14]3[CH2:18][CH2:17][N:16]([C:19]([CH:21]4[CH2:23][CH2:22]4)=[O:20])[CH2:15]3)=[N:11][NH:10][C:9]2=[O:24])=[CH:4][CH:3]=1.CC1(C)C(C)(C)OB([C:33]2[CH:34]=[CH:35][C:36]3[O:40][CH:39]=[CH:38][C:37]=3[CH:41]=2)O1.C(=O)([O-])[O-].[K+].[K+], predict the reaction product. The product is: [O:40]1[C:36]2[CH:35]=[CH:34][C:33]([C:2]3[CH:7]=[CH:6][C:5]([N:8]4[C:12]([CH2:13][C@@H:14]5[CH2:18][CH2:17][N:16]([C:19]([CH:21]6[CH2:23][CH2:22]6)=[O:20])[CH2:15]5)=[N:11][NH:10][C:9]4=[O:24])=[CH:4][CH:3]=3)=[CH:41][C:37]=2[CH:38]=[CH:39]1.